This data is from Reaction yield outcomes from USPTO patents with 853,638 reactions. The task is: Predict the reaction yield, written as a fraction of the theoretical maximum amount of product (1.0 means a 100% yield; for example, 0.34 means a 34% yield). (1) The catalyst is C(#N)C. The reactants are [Cl:1][C:2]1[CH:38]=[CH:37][CH:36]=[C:35]([Cl:39])[C:3]=1[C:4]([NH:6][CH2:7][C:8]1[CH:13]=[CH:12][C:11]([C:14]2[CH:19]=[CH:18][N:17]([CH2:20][O:21][P:22](=[O:33])([O:28]C(C)(C)C)[O:23]C(C)(C)C)[C:16](=[O:34])[CH:15]=2)=[CH:10][CH:9]=1)=[O:5].C(O)(=O)C.O. The yield is 0.560. The product is [Cl:39][C:35]1[CH:36]=[CH:37][CH:38]=[C:2]([Cl:1])[C:3]=1[C:4]([NH:6][CH2:7][C:8]1[CH:9]=[CH:10][C:11]([C:14]2[CH:19]=[CH:18][N:17]([CH2:20][O:21][P:22](=[O:23])([OH:33])[OH:28])[C:16](=[O:34])[CH:15]=2)=[CH:12][CH:13]=1)=[O:5]. (2) The reactants are [F:1][C@@H:2]1[CH2:6][N:5]([C:7](=[O:10])[CH2:8][OH:9])[C@H:4]([C:11]#[N:12])[CH2:3]1.C(N(CC)CC)C.Cl.CN(C)C.[Cl:25][C:26]1[CH:31]=[CH:30][C:29]([S:32](Cl)(=[O:34])=[O:33])=[CH:28][CH:27]=1. The catalyst is O.C(#N)C. The product is [Cl:25][C:26]1[CH:31]=[CH:30][C:29]([S:32]([O:9][CH2:8][C:7]([N:5]2[CH2:6][C@@H:2]([F:1])[CH2:3][C@H:4]2[C:11]#[N:12])=[O:10])(=[O:34])=[O:33])=[CH:28][CH:27]=1. The yield is 0.490. (3) The reactants are Cl.[N+:2]([C:5]1[CH:12]=[CH:11][C:8]([CH2:9][NH2:10])=[CH:7][CH:6]=1)([O-:4])=[O:3].C(N(CC)CC)C.CC1C=CC=C2C=1N=C(Cl)N=C2Cl.ClC1N=C(Cl)C2C(=CC=CC=2)N=1. The catalyst is C(Cl)(Cl)Cl. The product is [N+:2]([C:5]1[CH:6]=[CH:7][C:8]([CH2:9][NH2:10])=[CH:11][CH:12]=1)([O-:4])=[O:3]. The yield is 0.680. (4) The reactants are [Br:1][C:2]1[CH:7]=[CH:6][C:5]([NH:8][CH2:9][C@H:10]([OH:13])[CH2:11][OH:12])=[CH:4][C:3]=1[CH3:14].[C:15](=O)(OCC)[O:16]CC.C[O-].[Na+].[NH4+].[Cl-]. The catalyst is O.CO. The product is [Br:1][C:2]1[CH:7]=[CH:6][C:5]([N:8]2[CH2:9][C@H:10]([CH2:11][OH:12])[O:13][C:15]2=[O:16])=[CH:4][C:3]=1[CH3:14]. The yield is 0.770. (5) The reactants are [S:1]1[C:6]2[CH:7]=[CH:8][CH:9]=[CH:10][C:5]=2[NH:4][CH2:3][CH:2]1[C:11]([OH:13])=O.[NH2:14][C:15]1[CH:16]=[CH:17][C:18]([C:22]([CH3:25])([CH3:24])[CH3:23])=[C:19]([OH:21])[CH:20]=1.N1C=CC=CC=1. The catalyst is ClCCl. The product is [C:22]([C:18]1[CH:17]=[CH:16][C:15]([NH:14][C:11]([CH:2]2[CH2:3][NH:4][C:5]3[CH:10]=[CH:9][CH:8]=[CH:7][C:6]=3[S:1]2)=[O:13])=[CH:20][C:19]=1[OH:21])([CH3:25])([CH3:23])[CH3:24]. The yield is 0.360.